Dataset: Forward reaction prediction with 1.9M reactions from USPTO patents (1976-2016). Task: Predict the product of the given reaction. The product is: [CH3:17][CH2:18][CH2:19][CH2:20][CH:21]([CH2:24][O:25][C:26]([CH2:28][CH:29]([S:41]([OH:44])(=[O:43])=[O:42])[C:30]([O:32][CH2:33][CH:34]([CH2:37][CH2:38][CH2:39][CH3:40])[CH2:35][CH3:36])=[O:31])=[O:27])[CH2:22][CH3:23]. Given the reactants C1C=CC2N=C(C3N=CSC=3)NC=2C=1.Cl.[Na].[CH3:17][CH2:18][CH2:19][CH2:20][CH:21]([CH2:24][O:25][C:26]([CH2:28][CH:29]([S:41]([OH:44])(=[O:43])=[O:42])[C:30]([O:32][CH2:33][CH:34]([CH2:37][CH2:38][CH2:39][CH3:40])[CH2:35][CH3:36])=[O:31])=[O:27])[CH2:22][CH3:23], predict the reaction product.